From a dataset of Forward reaction prediction with 1.9M reactions from USPTO patents (1976-2016). Predict the product of the given reaction. (1) Given the reactants [CH2:1]([O:8][C:9]1[CH:18]=[C:17]2[C:12]([CH:13]=[CH:14][C:15]([OH:19])=[CH:16]2)=[CH:11][C:10]=1B1OC(C)(C)C(C)(C)O1)[C:2]1[CH:7]=[CH:6][CH:5]=[CH:4][CH:3]=1.Cl[C:30]1[N:35]=[N:34][C:33]([N:36]([CH3:47])[CH:37]2[CH2:42][C:41]([CH3:44])([CH3:43])[NH:40][C:39]([CH3:46])([CH3:45])[CH2:38]2)=[CH:32][CH:31]=1, predict the reaction product. The product is: [CH2:1]([O:8][C:9]1[CH:18]=[C:17]2[C:12]([CH:13]=[CH:14][C:15]([OH:19])=[CH:16]2)=[CH:11][C:10]=1[C:30]1[N:35]=[N:34][C:33]([N:36]([CH3:47])[CH:37]2[CH2:42][C:41]([CH3:43])([CH3:44])[NH:40][C:39]([CH3:46])([CH3:45])[CH2:38]2)=[CH:32][CH:31]=1)[C:2]1[CH:3]=[CH:4][CH:5]=[CH:6][CH:7]=1. (2) Given the reactants [N+](C1C=CC=CC=1S([N:13]([CH2:33][C:34]1[CH:39]=[CH:38][CH:37]=[CH:36][N:35]=1)[CH2:14][C:15]1[CH:20]=[CH:19][C:18]([CH2:21][NH:22][CH:23]2[C:32]3[N:31]=[CH:30][CH:29]=[CH:28][C:27]=3[CH2:26][CH2:25][CH2:24]2)=[CH:17][CH:16]=1)(=O)=O)([O-])=O.C(N(CC)CC)C.[C:47](Cl)(=[O:54])[C:48]1[CH:53]=[CH:52][CH:51]=[CH:50][CH:49]=1, predict the reaction product. The product is: [N:35]1[CH:36]=[CH:37][CH:38]=[CH:39][C:34]=1[CH2:33][NH:13][CH2:14][C:15]1[CH:16]=[CH:17][C:18]([CH2:21][N:22]([CH:23]2[C:32]3[N:31]=[CH:30][CH:29]=[CH:28][C:27]=3[CH2:26][CH2:25][CH2:24]2)[C:47](=[O:54])[C:48]2[CH:53]=[CH:52][CH:51]=[CH:50][CH:49]=2)=[CH:19][CH:20]=1. (3) Given the reactants [CH2:1]([O:8][C:9]([N:11]1[CH2:14][CH2:13][C@H:12]1[C:15]([OH:17])=O)=[O:10])[C:2]1[CH:7]=[CH:6][CH:5]=[CH:4][CH:3]=1.C(N(CC)CC)C.FC(F)(F)C(OC1C(F)=C(F)C(F)=C(F)C=1F)=O.FC(F)(F)C(O)=O.[NH2:50][C:51]1[S:52][CH:53]=[C:54]([C:56]2[CH:67]=[CH:66][C:59]([C:60]([NH:62][CH:63]3[CH2:65][CH2:64]3)=[O:61])=[CH:58][CH:57]=2)[N:55]=1, predict the reaction product. The product is: [CH2:1]([O:8][C:9]([N:11]1[CH2:14][CH2:13][C@H:12]1[C:15](=[O:17])[NH:50][C:51]1[S:52][CH:53]=[C:54]([C:56]2[CH:57]=[CH:58][C:59]([C:60](=[O:61])[NH:62][CH:63]3[CH2:65][CH2:64]3)=[CH:66][CH:67]=2)[N:55]=1)=[O:10])[C:2]1[CH:3]=[CH:4][CH:5]=[CH:6][CH:7]=1.